Dataset: Catalyst prediction with 721,799 reactions and 888 catalyst types from USPTO. Task: Predict which catalyst facilitates the given reaction. Reactant: Cl[C:2]1[N:7]=[C:6]([C:8]2[CH:9]=[CH:10][C:11]([O:16][CH:17]3[CH2:22][CH2:21][O:20][CH2:19][CH2:18]3)=[C:12]([CH:15]=2)[C:13]#[N:14])[CH:5]=[CH:4][N:3]=1.[O:23]1[CH2:28][CH2:27][N:26]([CH:29]2[CH2:33][CH2:32][N:31]([C:34]3[N:39]=[N:38][C:37]([NH2:40])=[CH:36][CH:35]=3)[CH2:30]2)[CH2:25][CH2:24]1.P([O-])([O-])([O-])=O.[K+].[K+].[K+].CC1(C)C2C(=C(P(C3C=CC=CC=3)C3C=CC=CC=3)C=CC=2)OC2C(P(C3C=CC=CC=3)C3C=CC=CC=3)=CC=CC1=2. Product: [N:26]1([CH:29]2[CH2:33][CH2:32][N:31]([C:34]3[N:39]=[N:38][C:37]([NH:40][C:2]4[N:7]=[C:6]([C:8]5[CH:9]=[CH:10][C:11]([O:16][CH:17]6[CH2:22][CH2:21][O:20][CH2:19][CH2:18]6)=[C:12]([CH:15]=5)[C:13]#[N:14])[CH:5]=[CH:4][N:3]=4)=[CH:36][CH:35]=3)[CH2:30]2)[CH2:27][CH2:28][O:23][CH2:24][CH2:25]1. The catalyst class is: 720.